From a dataset of Reaction yield outcomes from USPTO patents with 853,638 reactions. Predict the reaction yield, written as a fraction of the theoretical maximum amount of product (1.0 means a 100% yield; for example, 0.34 means a 34% yield). (1) The reactants are C[O:2][C:3](=[O:23])[C:4]1[CH:9]=[CH:8][N:7]=[C:6]([NH:10][C:11](=[O:22])[CH2:12][O:13][C:14]2[CH:19]=[CH:18][C:17]([Br:20])=[CH:16][C:15]=2[Cl:21])[CH:5]=1.[I-].[Li+]. The catalyst is N1C=CC=CC=1. The product is [Br:20][C:17]1[CH:18]=[CH:19][C:14]([O:13][CH2:12][C:11]([NH:10][C:6]2[CH:5]=[C:4]([CH:9]=[CH:8][N:7]=2)[C:3]([OH:23])=[O:2])=[O:22])=[C:15]([Cl:21])[CH:16]=1. The yield is 0.250. (2) The reactants are [O:1]=[C:2]1[N:10]([CH2:11][CH2:12][CH3:13])[C:9]2[N:8]=[C:7]([C:14]34[CH2:21][CH2:20][C:17]([C:22](O)=[O:23])([CH2:18][CH2:19]3)[CH2:16][CH2:15]4)[NH:6][C:5]=2[C:4](=[O:25])[N:3]1[CH2:26][CH2:27][CH3:28].Cl.[NH:30]([CH2:32][C:33]([OH:35])=[O:34])[CH3:31].CCN(CC)CC.CN(C(ON1N=NC2C=CC=NC1=2)=[N+](C)C)C.F[P-](F)(F)(F)(F)F. The catalyst is C(#N)C. The product is [O:1]=[C:2]1[N:10]([CH2:11][CH2:12][CH3:13])[C:9]2[N:8]=[C:7]([C:14]34[CH2:15][CH2:16][C:17]([C:22]([N:30]([CH2:32][C:33]([OH:35])=[O:34])[CH3:31])=[O:23])([CH2:18][CH2:19]3)[CH2:20][CH2:21]4)[NH:6][C:5]=2[C:4](=[O:25])[N:3]1[CH2:26][CH2:27][CH3:28]. The yield is 0.770. (3) The reactants are C(N(CC)CC)C.[N+:8]([C:11]1[CH:16]=[CH:15][C:14]([N:17]2[CH2:22][CH2:21][NH:20][CH2:19][CH2:18]2)=[CH:13][CH:12]=1)([O-:10])=[O:9].[C:23](Cl)(=[O:27])[CH:24]([CH3:26])[CH3:25]. The catalyst is ClCCl. The product is [CH3:25][CH:24]([CH3:26])[C:23]([N:20]1[CH2:21][CH2:22][N:17]([C:14]2[CH:13]=[CH:12][C:11]([N+:8]([O-:10])=[O:9])=[CH:16][CH:15]=2)[CH2:18][CH2:19]1)=[O:27]. The yield is 0.900. (4) The reactants are Br[C:2]1[CH:7]=[CH:6][C:5]([S:8]([N:11]([CH3:19])[CH2:12][CH2:13][N:14]2[CH2:18][CH2:17][CH2:16][CH2:15]2)(=[O:10])=[O:9])=[CH:4][CH:3]=1.[Cl:20][C:21]1[CH:26]=[CH:25][CH:24]=[C:23]([Cl:27])[C:22]=1[C:28]1[CH:38]=[C:37]([CH3:39])[C:31]2[N:32]=[C:33]([NH2:36])[N:34]=[N:35][C:30]=2[CH:29]=1.C([O-])([O-])=O.[Cs+].[Cs+].CC1(C)C2C(=C(P(C3C=CC=CC=3)C3C=CC=CC=3)C=CC=2)OC2C(P(C3C=CC=CC=3)C3C=CC=CC=3)=CC=CC1=2. The catalyst is O1CCOCC1.C1C=CC(/C=C/C(/C=C/C2C=CC=CC=2)=O)=CC=1.C1C=CC(/C=C/C(/C=C/C2C=CC=CC=2)=O)=CC=1.C1C=CC(/C=C/C(/C=C/C2C=CC=CC=2)=O)=CC=1.[Pd].[Pd]. The product is [Cl:20][C:21]1[CH:26]=[CH:25][CH:24]=[C:23]([Cl:27])[C:22]=1[C:28]1[CH:38]=[C:37]([CH3:39])[C:31]2[N:32]=[C:33]([NH:36][C:2]3[CH:7]=[CH:6][C:5]([S:8]([N:11]([CH3:19])[CH2:12][CH2:13][N:14]4[CH2:18][CH2:17][CH2:16][CH2:15]4)(=[O:10])=[O:9])=[CH:4][CH:3]=3)[N:34]=[N:35][C:30]=2[CH:29]=1. The yield is 0.760. (5) The yield is 0.310. The catalyst is CC(O)C.C1COCC1.O. The product is [OH:33][CH2:32][CH2:31][N:28]1[CH2:29][CH2:30][N:25]([C:22]2[CH:23]=[CH:24][C:19]([NH:18][C:16]3[C:15](=[O:34])[N:14]([CH3:35])[CH:13]=[C:12]([C:11]4[CH:10]=[CH:9][N:8]=[C:7]([N:36]5[CH2:48][CH2:47][N:39]6[C:40]7[CH2:41][CH2:42][CH2:43][CH2:44][C:45]=7[CH:46]=[C:38]6[C:37]5=[O:49])[C:6]=4[CH2:5][OH:4])[CH:17]=3)=[N:20][CH:21]=2)[CH2:26][CH2:27]1. The reactants are C([O:4][CH2:5][C:6]1[C:7]([N:36]2[CH2:48][CH2:47][N:39]3[C:40]4[CH2:41][CH2:42][CH2:43][CH2:44][C:45]=4[CH:46]=[C:38]3[C:37]2=[O:49])=[N:8][CH:9]=[CH:10][C:11]=1[C:12]1[CH:17]=[C:16]([NH:18][C:19]2[CH:24]=[CH:23][C:22]([N:25]3[CH2:30][CH2:29][N:28]([CH2:31][CH2:32][OH:33])[CH2:27][CH2:26]3)=[CH:21][N:20]=2)[C:15](=[O:34])[N:14]([CH3:35])[CH:13]=1)(=O)C.[Li+].[OH-]. (6) The reactants are [OH:1][CH2:2][C:3]1[C:8]([CH3:9])=[CH:7][CH:6]=[C:5]([CH3:10])[C:4]=1[CH2:11][OH:12]. The catalyst is [O-2].[Mn+4].[O-2].ClCCl. The product is [CH3:9][C:8]1[CH:7]=[CH:6][C:5]([CH3:10])=[C:4]2[C:3]=1[CH2:2][O:1][C:11]2=[O:12]. The yield is 0.920.